Dataset: Full USPTO retrosynthesis dataset with 1.9M reactions from patents (1976-2016). Task: Predict the reactants needed to synthesize the given product. (1) Given the product [CH3:3][N:4]([C:5]1[CH:10]=[CH:9][CH:8]=[CH:7][N:6]=1)[S:11]([NH2:12])(=[O:14])=[O:13], predict the reactants needed to synthesize it. The reactants are: [H-].[Na+].[CH3:3][NH:4][C:5]1[CH:10]=[CH:9][CH:8]=[CH:7][N:6]=1.[S:11](Cl)(=[O:14])(=[O:13])[NH2:12]. (2) Given the product [C:35]1([S:32]([N:31]2[C:28]3[C:29](=[CH:30][C:25]([Br:24])=[CH:26][CH:27]=3)[CH:16]=[C:15]2[CH2:14][C:13]([OH:17])([CH2:12][C:11]([C:4]2[C:5]3[O:9][CH2:8][CH2:7][C:6]=3[CH:10]=[C:2]([Cl:1])[CH:3]=2)([CH3:23])[CH3:22])[C:18]([F:21])([F:19])[F:20])(=[O:34])=[O:33])[CH:40]=[CH:39][CH:38]=[CH:37][CH:36]=1, predict the reactants needed to synthesize it. The reactants are: [Cl:1][C:2]1[CH:3]=[C:4]([C:11]([CH3:23])([CH3:22])[CH2:12][C:13]([C:18]([F:21])([F:20])[F:19])([OH:17])[CH2:14][C:15]#[CH:16])[C:5]2[O:9][CH2:8][CH2:7][C:6]=2[CH:10]=1.[Br:24][C:25]1[CH:30]=[CH:29][C:28]([NH:31][S:32]([C:35]2[CH:40]=[CH:39][CH:38]=[CH:37][CH:36]=2)(=[O:34])=[O:33])=[C:27](I)[CH:26]=1. (3) Given the product [C:1]([O:5][C:6]([N:8]1[CH2:12][C@@H:11]([CH2:13][C@H:14]([CH2:18][C:19]2[CH:24]=[CH:23][C:22]([O:25][CH3:26])=[C:21]([O:27][CH2:28][CH2:29][CH2:30][O:31][CH3:32])[CH:20]=2)[CH:15]([CH3:16])[CH3:17])[C@H:10]([NH:33][S:41]([CH2:40][C:34]2[CH:39]=[CH:38][CH:37]=[CH:36][CH:35]=2)(=[O:43])=[O:42])[CH2:9]1)=[O:7])([CH3:2])([CH3:4])[CH3:3], predict the reactants needed to synthesize it. The reactants are: [C:1]([O:5][C:6]([N:8]1[CH2:12][C@@H:11]([CH2:13][C@H:14]([CH2:18][C:19]2[CH:24]=[CH:23][C:22]([O:25][CH3:26])=[C:21]([O:27][CH2:28][CH2:29][CH2:30][O:31][CH3:32])[CH:20]=2)[CH:15]([CH3:17])[CH3:16])[C@H:10]([NH2:33])[CH2:9]1)=[O:7])([CH3:4])([CH3:3])[CH3:2].[C:34]1([CH2:40][S:41](Cl)(=[O:43])=[O:42])[CH:39]=[CH:38][CH:37]=[CH:36][CH:35]=1.C(N(CC)CC)C. (4) Given the product [F:1][C:2]([F:30])([F:29])[C:3]1[CH:4]=[C:5]([NH:9][C:10]([N:12]2[C:20]3[C:15](=[CH:16][C:17]([O:21][C:22]4[CH:27]=[C:26]([N:31]=[N+:32]=[N-:33])[N:25]=[CH:24][N:23]=4)=[CH:18][CH:19]=3)[CH2:14][CH2:13]2)=[O:11])[CH:6]=[CH:7][CH:8]=1, predict the reactants needed to synthesize it. The reactants are: [F:1][C:2]([F:30])([F:29])[C:3]1[CH:4]=[C:5]([NH:9][C:10]([N:12]2[C:20]3[C:15](=[CH:16][C:17]([O:21][C:22]4[CH:27]=[C:26](Cl)[N:25]=[CH:24][N:23]=4)=[CH:18][CH:19]=3)[CH2:14][CH2:13]2)=[O:11])[CH:6]=[CH:7][CH:8]=1.[N-:31]=[N+:32]=[N-:33].[Na+].O.